Dataset: Catalyst prediction with 721,799 reactions and 888 catalyst types from USPTO. Task: Predict which catalyst facilitates the given reaction. (1) Reactant: [O:1]1[C:5]2([CH2:10][CH2:9]C(=O)[CH2:7][CH2:6]2)[O:4][CH2:3][CH2:2]1.[C:12]([OH:20])(=O)[C:13]1[CH:18]=[CH:17][N:16]=[CH:15][CH:14]=1.OC1C2N=N[NH:27]C=2C=CC=1.Cl.CN(C)CCCN=C=NCC.C(N(C(C)C)CC)(C)C. Product: [C:12]([N:27]1[CH2:7][CH2:6][C:5]2([O:1][CH2:2][CH2:3][O:4]2)[CH2:10][CH2:9]1)(=[O:20])[C:13]1[CH:18]=[CH:17][N:16]=[CH:15][CH:14]=1. The catalyst class is: 4. (2) Reactant: CN(C)[CH:3]=[C:4]([C:7]1[CH:12]=[CH:11][C:10]([OH:13])=[CH:9][CH:8]=1)[CH:5]=O.[NH2:15][C:16]1[C:20]([Br:21])=[CH:19][NH:18][N:17]=1.C(O)C. Product: [Br:21][C:20]1[CH:19]=[N:18][N:17]2[CH:5]=[C:4]([C:7]3[CH:12]=[CH:11][C:10]([OH:13])=[CH:9][CH:8]=3)[CH:3]=[N:15][C:16]=12. The catalyst class is: 15. (3) Reactant: [NH2:1][C@@H:2]1[CH2:7][CH2:6][CH2:5][N:4]([C:8]2[N:9]([CH2:21][C:22]3[CH:29]=[CH:28][CH:27]=[CH:26][C:23]=3[C:24]#[N:25])[C:10](=[O:20])[C:11]([C:14]#[C:15][Si](C)(C)C)=[CH:12][N:13]=2)[CH2:3]1.CCCC[N+](CCCC)(CCCC)CCCC.[F-]. Product: [NH2:1][C@@H:2]1[CH2:7][CH2:6][CH2:5][N:4]([C:8]2[N:9]([CH2:21][C:22]3[CH:29]=[CH:28][CH:27]=[CH:26][C:23]=3[C:24]#[N:25])[C:10](=[O:20])[C:11]([C:14]#[CH:15])=[CH:12][N:13]=2)[CH2:3]1. The catalyst class is: 1. (4) Reactant: [F:1][C:2]([F:24])([F:23])[C:3]1([O:18][Si](C)(C)C)[CH2:9][CH:8]2[N:10]([C:11]([O:13][C:14]([CH3:17])([CH3:16])[CH3:15])=[O:12])[CH:5]([CH2:6][CH2:7]2)[CH2:4]1.C(O[O-])=O.[K+]. Product: [OH:18][C:3]1([C:2]([F:24])([F:1])[F:23])[CH2:9][CH:8]2[N:10]([C:11]([O:13][C:14]([CH3:17])([CH3:15])[CH3:16])=[O:12])[CH:5]([CH2:6][CH2:7]2)[CH2:4]1. The catalyst class is: 5. (5) Reactant: [CH3:1][O:2][C:3](=[O:11])[C:4]1[CH:9]=[CH:8][C:7]([CH3:10])=[N:6][CH:5]=1.II.IC(C)(C)C.FC(F)(F)C(O)=[O:22].[O-]S([O-])(=S)=O.[Na+].[Na+].C([O-])(O)=O.[Na+]. Product: [CH3:1][O:2][C:3](=[O:11])[C:4]1[CH:9]=[CH:8][C:7]([CH:10]=[O:22])=[N:6][CH:5]=1. The catalyst class is: 16. (6) Reactant: [CH2:1]([Mg]Br)[CH2:2][CH:3]=[CH2:4].C[O:8][C:9]1[C:18]2[C:13](=[CH:14][CH:15]=[CH:16][CH:17]=2)[N:12]=[CH:11][CH:10]=1.Cl[C:20]([O:22][CH2:23][C:24]1[CH:29]=[CH:28][CH:27]=[CH:26][CH:25]=1)=[O:21]. Product: [CH2:1]([CH:11]1[CH2:10][C:9](=[O:8])[C:18]2[C:13](=[CH:14][CH:15]=[CH:16][CH:17]=2)[N:12]1[C:20]([O:22][CH2:23][C:24]1[CH:29]=[CH:28][CH:27]=[CH:26][CH:25]=1)=[O:21])[CH2:2][CH:3]=[CH2:4]. The catalyst class is: 7. (7) Reactant: [NH2:1][C:2]1[C:3]2[CH2:9][N:8]([C:10]([O:12][C:13]([CH3:16])([CH3:15])[CH3:14])=[O:11])[CH2:7][C:4]=2[NH:5][N:6]=1.C(N(CC)C(C)C)(C)C.Cl[C:27]([O:29][CH2:30][C:31]1[CH:36]=[CH:35][CH:34]=[CH:33][CH:32]=1)=[O:28].C(=O)(O)[O-].[Na+]. Product: [CH2:30]([O:29][C:27]([NH:1][C:2]1[C:3]2[CH2:9][N:8]([C:10]([O:12][C:13]([CH3:16])([CH3:15])[CH3:14])=[O:11])[CH2:7][C:4]=2[NH:5][N:6]=1)=[O:28])[C:31]1[CH:36]=[CH:35][CH:34]=[CH:33][CH:32]=1. The catalyst class is: 4. (8) Reactant: [NH2:1][C:2]1[CH:3]=[C:4]([OH:8])[CH:5]=[CH:6][CH:7]=1.C([O-])([O-])=O.[Na+].[Na+].[C:15](Cl)(=[O:20])[C:16]([CH3:19])([CH3:18])[CH3:17]. Product: [OH:8][C:4]1[CH:3]=[C:2]([NH:1][C:15](=[O:20])[C:16]([CH3:19])([CH3:18])[CH3:17])[CH:7]=[CH:6][CH:5]=1. The catalyst class is: 161. (9) Reactant: [NH2:1][C:2]1[C:11]([C:12]#[N:13])=[C:10]([C:14]2[CH:19]=[CH:18][C:17]([Cl:20])=[CH:16][C:15]=2[Cl:21])[C:9]2[CH2:8][CH2:7][C:6]3[CH:22]=[CH:23][CH:24]=[CH:25][C:5]=3[C:4]=2[N:3]=1.[H-].[H-].[H-].[H-].[Li+].[Al+3].O.C(OCC)(=O)C. Product: [NH2:13][CH2:12][C:11]1[C:2]([NH2:1])=[N:3][C:4]2[C:5]3[CH:25]=[CH:24][CH:23]=[CH:22][C:6]=3[CH2:7][CH2:8][C:9]=2[C:10]=1[C:14]1[CH:19]=[CH:18][C:17]([Cl:20])=[CH:16][C:15]=1[Cl:21]. The catalyst class is: 1.